This data is from Full USPTO retrosynthesis dataset with 1.9M reactions from patents (1976-2016). The task is: Predict the reactants needed to synthesize the given product. Given the product [CH3:14][C:12]1[C:11]([C:15]([F:18])([F:17])[F:16])=[CH:10][C:9]2[NH:19][C:20](=[O:37])[CH2:21][C:22]([C:24]3[CH:29]=[CH:28][CH:27]=[C:26]([C:30]4[CH:31]=[N:32][CH:33]=[CH:34][C:35]=4[CH3:36])[CH:25]=3)=[N:7][C:8]=2[CH:13]=1, predict the reactants needed to synthesize it. The reactants are: C(OC(=O)[NH:7][C:8]1[CH:13]=[C:12]([CH3:14])[C:11]([C:15]([F:18])([F:17])[F:16])=[CH:10][C:9]=1[NH:19][C:20](=[O:37])[CH2:21][C:22]([C:24]1[CH:29]=[CH:28][CH:27]=[C:26]([C:30]2[CH:31]=[N:32][CH:33]=[CH:34][C:35]=2[CH3:36])[CH:25]=1)=O)(C)(C)C.C(O)(C(F)(F)F)=O.